Regression. Given two drug SMILES strings and cell line genomic features, predict the synergy score measuring deviation from expected non-interaction effect. From a dataset of NCI-60 drug combinations with 297,098 pairs across 59 cell lines. Drug 1: CC(C1=C(C=CC(=C1Cl)F)Cl)OC2=C(N=CC(=C2)C3=CN(N=C3)C4CCNCC4)N. Drug 2: CC1OCC2C(O1)C(C(C(O2)OC3C4COC(=O)C4C(C5=CC6=C(C=C35)OCO6)C7=CC(=C(C(=C7)OC)O)OC)O)O. Cell line: OVCAR3. Synergy scores: CSS=32.3, Synergy_ZIP=-3.87, Synergy_Bliss=3.01, Synergy_Loewe=-2.61, Synergy_HSA=0.936.